From a dataset of Forward reaction prediction with 1.9M reactions from USPTO patents (1976-2016). Predict the product of the given reaction. (1) Given the reactants C(O[C:6]([N:8]1[CH2:15][CH:14]2[CH:10]([CH2:11][N:12]([CH2:16][C:17]3[S:25][C:24]4[C:23]([N:26]5[CH2:31][CH2:30][O:29][CH2:28][CH2:27]5)=[N:22][C:21]([Cl:32])=[N:20][C:19]=4[CH:18]=3)[CH2:13]2)[CH2:9]1)=[O:7])(C)(C)C.C(O)(C(F)(F)F)=O.C[Si]([N:44]=C=O)(C)C, predict the reaction product. The product is: [Cl:32][C:21]1[N:22]=[C:23]([N:26]2[CH2:31][CH2:30][O:29][CH2:28][CH2:27]2)[C:24]2[S:25][C:17]([CH2:16][N:12]3[CH2:13][CH:14]4[CH2:15][N:8]([C:6]([NH2:44])=[O:7])[CH2:9][CH:10]4[CH2:11]3)=[CH:18][C:19]=2[N:20]=1. (2) Given the reactants N#N.[C:3]([O:7][C:8]([NH:10][C:11]([CH3:24])([CH2:15][C:16]1[CH:21]=[CH:20][C:19]([O:22][CH3:23])=[CH:18][CH:17]=1)[C:12](O)=O)=[O:9])([CH3:6])([CH3:5])[CH3:4].C(N1CCOCC1)C.CN(C(O[N:41]1N=[N:48][C:43]2[CH:44]=[CH:45][CH:46]=[CH:47][C:42]1=2)=[N+](C)C)C.[B-](F)(F)(F)F.C1(N)C=CC=CC=1N, predict the reaction product. The product is: [NH:41]1[C:42]2[CH:47]=[CH:46][CH:45]=[CH:44][C:43]=2[N:48]=[C:12]1[C:11]([NH:10][C:8](=[O:9])[O:7][C:3]([CH3:6])([CH3:5])[CH3:4])([CH3:24])[CH2:15][C:16]1[CH:21]=[CH:20][C:19]([O:22][CH3:23])=[CH:18][CH:17]=1. (3) Given the reactants Br[C:2]1[CH:3]=[C:4](CS(C)(=O)=O)[CH:5]=[C:6]2[C:11]=1[N:10]=[CH:9][CH:8]=[CH:7]2.CC(C)([O-])C.[K+].CI, predict the reaction product. The product is: [N:10]1[C:11]2[C:6](=[CH:5][CH:4]=[CH:3][CH:2]=2)[CH:7]=[CH:8][CH:9]=1. (4) Given the reactants [CH3:1][CH:2]1[CH2:7][N:6]([CH:8]2[CH2:11][O:10][CH2:9]2)[CH:5]([CH3:12])[CH2:4][N:3]1[C:13]1[CH:14]=[CH:15][C:16]([NH:19][C:20]2[C:25](=[O:26])[N:24]([CH3:27])[CH:23]=[C:22]([C:28]3[CH:33]=[CH:32][N:31]=[C:30]([N:34]4[C:46](=[O:47])[C:45]5[S:44][C:43]6[CH2:42][CH2:41][CH2:40][CH2:39][C:38]=6[C:37]=5[CH:36]=[N:35]4)[C:29]=3[CH:48]=[O:49])[CH:21]=2)=[N:17][CH:18]=1.[BH4-].[Na+], predict the reaction product. The product is: [CH3:1][C@H:2]1[CH2:7][N:6]([CH:8]2[CH2:9][O:10][CH2:11]2)[C@H:5]([CH3:12])[CH2:4][N:3]1[C:13]1[CH:14]=[CH:15][C:16]([NH:19][C:20]2[C:25](=[O:26])[N:24]([CH3:27])[CH:23]=[C:22]([C:28]3[CH:33]=[CH:32][N:31]=[C:30]([N:34]4[C:46](=[O:47])[C:45]5[S:44][C:43]6[CH2:42][CH2:41][CH2:40][CH2:39][C:38]=6[C:37]=5[CH:36]=[N:35]4)[C:29]=3[CH2:48][OH:49])[CH:21]=2)=[N:17][CH:18]=1. (5) Given the reactants [F:1][C:2]1[CH:9]=[C:8]([C:10]([F:13])([F:12])[F:11])[CH:7]=[CH:6][C:3]=1[CH:4]=O.[CH3:14][C:15]([S@@:18]([NH2:20])=[O:19])([CH3:17])[CH3:16], predict the reaction product. The product is: [F:1][C:2]1[CH:9]=[C:8]([C:10]([F:13])([F:12])[F:11])[CH:7]=[CH:6][C:3]=1/[CH:4]=[N:20]/[S@:18]([C:15]([CH3:17])([CH3:16])[CH3:14])=[O:19]. (6) Given the reactants [CH3:1][C:2]1([CH3:17])[CH2:5][CH:4]([C:6]([C:8]2[CH:16]=[CH:15][C:11]([C:12]([OH:14])=[O:13])=[CH:10][CH:9]=2)=[O:7])[CH2:3]1, predict the reaction product. The product is: [CH3:1][C:2]1([CH3:17])[CH2:3][CH:4]([C:6]([C:8]2[CH:9]=[CH:10][C:11]([C:12]([O:14][C:2]([CH3:5])([CH3:3])[CH3:1])=[O:13])=[CH:15][CH:16]=2)=[O:7])[CH2:5]1. (7) The product is: [CH2:1]([O:4][C:5]1[CH:13]=[CH:12][C:8]([C:9]([Cl:17])=[O:10])=[CH:7][CH:6]=1)[CH:2]=[CH2:3]. Given the reactants [CH2:1]([O:4][C:5]1[CH:13]=[CH:12][C:8]([C:9](O)=[O:10])=[CH:7][CH:6]=1)[CH:2]=[CH2:3].C(Cl)(=O)C([Cl:17])=O.C(=O)=O.Cl, predict the reaction product. (8) Given the reactants [C:1]([C:3]1[CH:8]=[CH:7][C:6]([CH:9]([O:29][C:30]2[CH:35]=[CH:34][C:33]([O:36][CH3:37])=[C:32]([O:38][CH3:39])[CH:31]=2)[CH2:10][CH2:11][CH2:12][N:13]2[CH2:20][CH:19]3[CH2:21][CH:15]([CH2:16][N:17](C(OC(C)(C)C)=O)[CH2:18]3)[CH2:14]2)=[CH:5][CH:4]=1)#[N:2].Cl.C([O-])([O-])=O.[K+].[K+].O, predict the reaction product. The product is: [CH:19]12[CH2:21][CH:15]([CH2:16][NH:17][CH2:18]1)[CH2:14][N:13]([CH2:12][CH2:11][CH2:10][CH:9]([C:6]1[CH:5]=[CH:4][C:3]([C:1]#[N:2])=[CH:8][CH:7]=1)[O:29][C:30]1[CH:35]=[CH:34][C:33]([O:36][CH3:37])=[C:32]([O:38][CH3:39])[CH:31]=1)[CH2:20]2.